From a dataset of Full USPTO retrosynthesis dataset with 1.9M reactions from patents (1976-2016). Predict the reactants needed to synthesize the given product. Given the product [Cl:17][C:14]1[CH:15]=[C:16]([N:3]2[CH2:8][CH2:7][S:6][CH2:5][C:4]2=[O:9])[CH:11]=[CH:12][C:13]=1[Cl:18], predict the reactants needed to synthesize it. The reactants are: [H-].[Na+].[NH:3]1[CH2:8][CH2:7][S:6][CH2:5][C:4]1=[O:9].I[C:11]1[CH:16]=[CH:15][C:14]([Cl:17])=[C:13]([Cl:18])[CH:12]=1.